From a dataset of Catalyst prediction with 721,799 reactions and 888 catalyst types from USPTO. Predict which catalyst facilitates the given reaction. (1) Reactant: [NH2:1][CH2:2][CH2:3][C:4]1[C:12]2[C:7](=[CH:8][CH:9]=[CH:10][CH:11]=2)[NH:6][CH:5]=1.C(N(CC)CC)C.[C:20](Cl)([C:33]1[CH:38]=[CH:37][CH:36]=[CH:35][CH:34]=1)([C:27]1[CH:32]=[CH:31][CH:30]=[CH:29][CH:28]=1)[C:21]1[CH:26]=[CH:25][CH:24]=[CH:23][CH:22]=1. Product: [C:20]([NH:1][CH2:2][CH2:3][C:4]1[C:12]2[C:7](=[CH:8][CH:9]=[CH:10][CH:11]=2)[NH:6][CH:5]=1)([C:21]1[CH:26]=[CH:25][CH:24]=[CH:23][CH:22]=1)([C:33]1[CH:34]=[CH:35][CH:36]=[CH:37][CH:38]=1)[C:27]1[CH:28]=[CH:29][CH:30]=[CH:31][CH:32]=1. The catalyst class is: 2. (2) Reactant: [CH2:1]([N:8]1[C:12]2[CH:13]=[C:14]([O:17][S:18]([C:21]3[CH:26]=[CH:25][C:24](F)=[CH:23][CH:22]=3)(=[O:20])=[O:19])[CH:15]=[CH:16][C:11]=2[N:10]=[C:9]1[NH:28][C:29]1[CH:34]=[CH:33][C:32]([O:35][CH3:36])=[C:31]([O:37][CH3:38])[CH:30]=1)[C:2]1[CH:7]=[CH:6][CH:5]=[CH:4][CH:3]=1.[CH:39]1([NH2:44])[CH2:43][CH2:42][CH2:41][CH2:40]1.O. Product: [CH2:1]([N:8]1[C:12]2[CH:13]=[C:14]([O:17][S:18]([C:21]3[CH:26]=[CH:25][C:24]([NH:44][CH:39]4[CH2:43][CH2:42][CH2:41][CH2:40]4)=[CH:23][CH:22]=3)(=[O:20])=[O:19])[CH:15]=[CH:16][C:11]=2[N:10]=[C:9]1[NH:28][C:29]1[CH:34]=[CH:33][C:32]([O:35][CH3:36])=[C:31]([O:37][CH3:38])[CH:30]=1)[C:2]1[CH:7]=[CH:6][CH:5]=[CH:4][CH:3]=1. The catalyst class is: 60. (3) Reactant: [CH3:1][O:2][CH2:3][CH:4]([N:6]1[CH2:11][CH2:10][N:9]2[N:12]=[C:13]([N+:15]([O-])=O)[CH:14]=[C:8]2[CH2:7]1)[CH3:5].[H][H]. Product: [CH3:1][O:2][CH2:3][CH:4]([N:6]1[CH2:11][CH2:10][N:9]2[N:12]=[C:13]([NH2:15])[CH:14]=[C:8]2[CH2:7]1)[CH3:5]. The catalyst class is: 50.